From a dataset of CYP2D6 inhibition data for predicting drug metabolism from PubChem BioAssay. Regression/Classification. Given a drug SMILES string, predict its absorption, distribution, metabolism, or excretion properties. Task type varies by dataset: regression for continuous measurements (e.g., permeability, clearance, half-life) or binary classification for categorical outcomes (e.g., BBB penetration, CYP inhibition). Dataset: cyp2d6_veith. (1) The compound is CC(C)CO/N=C1/C[C@@H](O)[C@@H](O)[C@H]2[C@@H]1CC[C@@H]1C(=O)N(c3cccc(Oc4ccccc4)c3)C(=O)[C@H]12. The result is 0 (non-inhibitor). (2) The molecule is CC[C@H](C(=O)[C@H](C)[C@H](O)[C@H](C)CCc1ccc(C)c(O)c1C(=O)[O-])[C@H]1O[C@](CC)([C@@H]2CC[C@@](O)(CC)[C@H](C)O2)C[C@H]1C.[Na+]. The result is 0 (non-inhibitor). (3) The compound is C/C(N)=C(/C#N)C(=O)CSc1nnc(COc2cc(C)ccc2C)o1. The result is 0 (non-inhibitor). (4) The molecule is COc1ccc2[nH]cc(CCNc3ccnc(-c4ccccc4C)n3)c2c1. The result is 1 (inhibitor). (5) The compound is COc1ccccc1CC(=O)O/N=C(\N)Cc1cccc2ccccc12. The result is 0 (non-inhibitor). (6) The molecule is Cc1ccc(/C=C2\Sc3ccccc3C2=O)s1. The result is 1 (inhibitor).